Dataset: Peptide-MHC class II binding affinity with 134,281 pairs from IEDB. Task: Regression. Given a peptide amino acid sequence and an MHC pseudo amino acid sequence, predict their binding affinity value. This is MHC class II binding data. (1) The peptide sequence is GRGSGSSFEIKSTKPEASSG. The MHC is DRB1_1302 with pseudo-sequence DRB1_1302. The binding affinity (normalized) is 0.382. (2) The peptide sequence is ISEAGQAMASTEGNV. The MHC is DRB1_1201 with pseudo-sequence DRB1_1201. The binding affinity (normalized) is 0. (3) The peptide sequence is SGLFQFIFFLLLAGR. The MHC is DRB1_0101 with pseudo-sequence DRB1_0101. The binding affinity (normalized) is 0.371. (4) The MHC is DRB4_0101 with pseudo-sequence DRB4_0103. The peptide sequence is YGFVANFSMELPSFG. The binding affinity (normalized) is 0.272. (5) The peptide sequence is EKKYFAATQFEPMAA. The MHC is HLA-DQA10101-DQB10501 with pseudo-sequence HLA-DQA10101-DQB10501. The binding affinity (normalized) is 0.353. (6) The peptide sequence is FEQITFMQALQLLLE. The MHC is DRB1_0802 with pseudo-sequence DRB1_0802. The binding affinity (normalized) is 0.270. (7) The peptide sequence is EKKFFAATQFEPLAA. The MHC is HLA-DQA10501-DQB10301 with pseudo-sequence HLA-DQA10501-DQB10301. The binding affinity (normalized) is 0.280. (8) The peptide sequence is SVTIKLDGNLLSSND. The MHC is HLA-DPA10201-DPB11401 with pseudo-sequence HLA-DPA10201-DPB11401. The binding affinity (normalized) is 0.430. (9) The peptide sequence is EKIEENGSMRVFVDVI. The MHC is HLA-DQA10401-DQB10402 with pseudo-sequence HLA-DQA10401-DQB10402. The binding affinity (normalized) is 0.404. (10) The peptide sequence is IMEPTAAAIAYGLDR. The MHC is HLA-DQA10501-DQB10301 with pseudo-sequence HLA-DQA10501-DQB10301. The binding affinity (normalized) is 0.628.